Dataset: In vitro SARS-CoV-2 activity screen of 1,480 approved drugs from Prestwick library. Task: Binary Classification. Given a drug SMILES string, predict its activity (active/inactive) in a high-throughput screening assay against a specified biological target. (1) The drug is CN1CCN(C(c2ccccc2)c2ccccc2)CC1.Cl. The result is 0 (inactive). (2) The molecule is CCCNC(C)C(=O)Nc1ccccc1C.Cl. The result is 0 (inactive). (3) The compound is CN[C@@H]1C[C@@H](c2ccc(Cl)c(Cl)c2)c2ccccc21.Cl. The result is 0 (inactive). (4) The molecule is CN(C)CCc1c[nH]c2ccc(Cn3cncn3)cc12.O=C(O)c1ccccc1. The result is 0 (inactive). (5) The molecule is CCN1CCC[C@H]1CNC(=O)c1c(OC)ccc(Br)c1OC.Cl. The result is 0 (inactive). (6) The molecule is CC(C)=CCOc1ccc(/C=C/C(=O)c2ccc(OCC=C(C)C)cc2OCC(=O)O)cc1. The result is 0 (inactive). (7) The molecule is O=C1c2c(O)cccc2Cc2cccc(O)c21. The result is 1 (active). (8) The drug is COC(=O)C1=C(C)NC(C)=C(C(=O)OCCN(C)Cc2ccccc2)C1c1cccc([N+](=O)[O-])c1.Cl. The result is 0 (inactive). (9) The molecule is COc1ccc(C(=O)c2ccc(C)cc2)c(O)c1. The result is 0 (inactive).